From a dataset of Full USPTO retrosynthesis dataset with 1.9M reactions from patents (1976-2016). Predict the reactants needed to synthesize the given product. (1) Given the product [C:4]([C:3]1[C:6]([NH:10][CH3:11])=[CH:7][CH:8]=[CH:9][C:2]=1[NH:1][C:21]([NH:20][C:12](=[O:19])[C:13]1[CH:14]=[CH:15][CH:16]=[CH:17][CH:18]=1)=[O:22])#[N:5], predict the reactants needed to synthesize it. The reactants are: [NH2:1][C:2]1[CH:9]=[CH:8][CH:7]=[C:6]([NH:10][CH3:11])[C:3]=1[C:4]#[N:5].[C:12]([N:20]=[C:21]=[O:22])(=[O:19])[C:13]1[CH:18]=[CH:17][CH:16]=[CH:15][CH:14]=1. (2) Given the product [Cl:14][C:15]1[N:20]=[CH:19][C:18]([O:21][C:22]2[CH:27]=[CH:26][N:25]=[C:24]3[CH:28]=[C:29]([C:8]4[CH:9]=[CH:10][C:5]([C:3]([NH:2][CH3:1])=[O:4])=[CH:6][CH:7]=4)[S:30][C:23]=23)=[CH:17][CH:16]=1, predict the reactants needed to synthesize it. The reactants are: [CH3:1][NH:2][C:3]([C:5]1[CH:10]=[CH:9][C:8](B(O)O)=[CH:7][CH:6]=1)=[O:4].[Cl:14][C:15]1[N:20]=[CH:19][C:18]([O:21][C:22]2[CH:27]=[CH:26][N:25]=[C:24]3[CH:28]=[C:29](I)[S:30][C:23]=23)=[CH:17][CH:16]=1.C(=O)([O-])[O-].[Cs+].[Cs+].C1(C)C=CC=CC=1.